This data is from Catalyst prediction with 721,799 reactions and 888 catalyst types from USPTO. The task is: Predict which catalyst facilitates the given reaction. (1) Reactant: [CH2:1]([CH:3]([O:6][C:7]1[CH:16]=[C:15]([CH3:17])[N:14]=[C:13]2[C:8]=1[CH2:9][CH2:10][C:11](=O)[N:12]2[C:18]1[C:23]([CH3:24])=[CH:22][C:21]([CH3:25])=[CH:20][C:19]=1[CH3:26])[CH2:4][CH3:5])[CH3:2].CSC. Product: [CH2:1]([CH:3]([O:6][C:7]1[CH:16]=[C:15]([CH3:17])[N:14]=[C:13]2[C:8]=1[CH2:9][CH2:10][CH2:11][N:12]2[C:18]1[C:23]([CH3:24])=[CH:22][C:21]([CH3:25])=[CH:20][C:19]=1[CH3:26])[CH2:4][CH3:5])[CH3:2]. The catalyst class is: 1. (2) Reactant: [C:1]([OH:9])(=[S:8])[C:2]1[CH:7]=[CH:6][CH:5]=[CH:4][CH:3]=1.[CH2:10]([N:13]1[C:25]2[CH:24]=[CH:23][CH:22]=[CH:21][C:20]=2[C:19]2[C:14]1=[CH:15][CH:16]=[CH:17][CH:18]=2)[CH:11]=[CH2:12].C(=O)(O)[O-].[Na+]. Product: [CH:15]1[C:14]2[N:13]([CH2:10][CH2:11][CH2:12][S:8][C:1](=[O:9])[C:2]3[CH:7]=[CH:6][CH:5]=[CH:4][CH:3]=3)[C:25]3[C:20](=[CH:21][CH:22]=[CH:23][CH:24]=3)[C:19]=2[CH:18]=[CH:17][CH:16]=1. The catalyst class is: 93. (3) Reactant: C(=O)([O-])[O-].[K+].[K+].C(OC([C:12]1[CH:22]=[CH:21][CH:20]=[C:14]2[C:15]([NH:17][C:18](=[O:19])[C:13]=12)=[O:16])=O)C.Cl.N[CH2:25][CH:26]1[CH2:31][CH2:30][CH2:29][CH2:28][CH:27]1[OH:32]. Product: [OH:32][C@H:27]1[CH2:28][CH2:29][CH2:30][CH2:31][C@H:26]1[CH2:25][N:17]1[C:18](=[O:19])[C:13]2[C:14](=[CH:20][CH:21]=[CH:22][CH:12]=2)[C:15]1=[O:16]. The catalyst class is: 6. (4) Reactant: [Br:1][C:2]1[CH:7]=[CH:6][C:5]([N+:8]([O-:10])=[O:9])=[CH:4][C:3]=1[CH2:11]Br.[C-:13]#[N:14].[Na+]. Product: [Br:1][C:2]1[CH:7]=[CH:6][C:5]([N+:8]([O-:10])=[O:9])=[CH:4][C:3]=1[CH2:11][C:13]#[N:14]. The catalyst class is: 93.